From a dataset of Reaction yield outcomes from USPTO patents with 853,638 reactions. Predict the reaction yield, written as a fraction of the theoretical maximum amount of product (1.0 means a 100% yield; for example, 0.34 means a 34% yield). (1) The reactants are [Cl:1][C:2]1[CH:7]=[CH:6][C:5]([CH:8]2[CH2:10][N:9]2[S:11]([C:14]2[CH:19]=[CH:18][C:17]([N+:20]([O-:22])=[O:21])=[CH:16][CH:15]=2)(=[O:13])=[O:12])=[CH:4][CH:3]=1.[CH3:23][OH:24]. The catalyst is ClCCl. The product is [Cl:1][C:2]1[CH:7]=[CH:6][C:5]([CH:8]([O:24][CH3:23])[CH2:10][NH:9][S:11]([C:14]2[CH:19]=[CH:18][C:17]([N+:20]([O-:22])=[O:21])=[CH:16][CH:15]=2)(=[O:13])=[O:12])=[CH:4][CH:3]=1. The yield is 0.765. (2) The reactants are [C:1]([OH:10])(=O)[C:2]1[C:3](=[CH:5][CH:6]=[CH:7][CH:8]=1)[OH:4].S(Cl)(Cl)=O.Cl.[CH3:16][NH:17][CH3:18].C(N(CC)CC)C. The catalyst is ClCCl. The product is [OH:4][C:3]1[CH:5]=[CH:6][CH:7]=[CH:8][C:2]=1[C:1]([N:17]([CH3:18])[CH3:16])=[O:10]. The yield is 0.600. (3) The reactants are [OH:1][CH2:2][CH2:3][C:4]1[CH:9]=[CH:8][N:7]=[C:6]([NH:10][C:11](=[O:17])[O:12][C:13]([CH3:16])([CH3:15])[CH3:14])[CH:5]=1.[H-].[Na+].F[C:21]1[C:30]2[C:25](=[CH:26][CH:27]=[CH:28][CH:29]=2)[C:24]([N+:31]([O-:33])=[O:32])=[CH:23][CH:22]=1.O. The catalyst is C1COCC1.CCOC(C)=O. The product is [N+:31]([C:24]1[C:25]2[C:30](=[CH:29][CH:28]=[CH:27][CH:26]=2)[C:21]([O:1][CH2:2][CH2:3][C:4]2[CH:9]=[CH:8][N:7]=[C:6]([NH:10][C:11](=[O:17])[O:12][C:13]([CH3:14])([CH3:16])[CH3:15])[CH:5]=2)=[CH:22][CH:23]=1)([O-:33])=[O:32]. The yield is 0.980. (4) The reactants are Cl.Cl.[O:3]1[CH2:8][CH2:7][CH:6]([CH2:9][NH:10][NH2:11])[CH2:5][CH2:4]1.C(O/[CH:15]=[C:16](\[C:22](=O)[CH3:23])/[C:17]([O:19][CH2:20][CH3:21])=[O:18])C. The catalyst is CCO. The product is [CH3:23][C:22]1[N:10]([CH2:9][CH:6]2[CH2:7][CH2:8][O:3][CH2:4][CH2:5]2)[N:11]=[CH:15][C:16]=1[C:17]([O:19][CH2:20][CH3:21])=[O:18]. The yield is 0.159.